From a dataset of NCI-60 drug combinations with 297,098 pairs across 59 cell lines. Regression. Given two drug SMILES strings and cell line genomic features, predict the synergy score measuring deviation from expected non-interaction effect. (1) Drug 1: CN(CCCl)CCCl.Cl. Drug 2: CC(C)NC(=O)C1=CC=C(C=C1)CNNC.Cl. Cell line: HOP-62. Synergy scores: CSS=-0.585, Synergy_ZIP=-3.31, Synergy_Bliss=0.000258, Synergy_Loewe=-10.3, Synergy_HSA=-3.34. (2) Drug 1: C1C(C(OC1N2C=NC3=C(N=C(N=C32)Cl)N)CO)O. Drug 2: C1=CC=C(C(=C1)C(C2=CC=C(C=C2)Cl)C(Cl)Cl)Cl. Cell line: ACHN. Synergy scores: CSS=29.1, Synergy_ZIP=0.749, Synergy_Bliss=4.41, Synergy_Loewe=-28.5, Synergy_HSA=0.262. (3) Drug 1: CC1=C2C(C(=O)C3(C(CC4C(C3C(C(C2(C)C)(CC1OC(=O)C(C(C5=CC=CC=C5)NC(=O)OC(C)(C)C)O)O)OC(=O)C6=CC=CC=C6)(CO4)OC(=O)C)O)C)O. Drug 2: C1CCC(C(C1)N)N.C(=O)(C(=O)[O-])[O-].[Pt+4]. Cell line: MDA-MB-231. Synergy scores: CSS=33.9, Synergy_ZIP=-12.3, Synergy_Bliss=-8.74, Synergy_Loewe=-12.1, Synergy_HSA=-4.07. (4) Drug 1: C1=NC2=C(N1)C(=S)N=C(N2)N. Drug 2: C1CCC(C(C1)N)N.C(=O)(C(=O)[O-])[O-].[Pt+4]. Cell line: HL-60(TB). Synergy scores: CSS=51.7, Synergy_ZIP=-0.572, Synergy_Bliss=-2.33, Synergy_Loewe=-0.908, Synergy_HSA=2.36. (5) Drug 1: C1=NC2=C(N=C(N=C2N1C3C(C(C(O3)CO)O)F)Cl)N. Drug 2: CC1C(C(CC(O1)OC2CC(CC3=C2C(=C4C(=C3O)C(=O)C5=C(C4=O)C(=CC=C5)OC)O)(C(=O)CO)O)N)O.Cl. Cell line: NCI/ADR-RES. Synergy scores: CSS=32.7, Synergy_ZIP=-0.333, Synergy_Bliss=-0.550, Synergy_Loewe=-6.12, Synergy_HSA=-0.623.